This data is from Full USPTO retrosynthesis dataset with 1.9M reactions from patents (1976-2016). The task is: Predict the reactants needed to synthesize the given product. (1) Given the product [O-:20][N+:9]1[C:10]2[CH:19]=[C:18]3[C:14](=[CH:13][C:11]=2[N:12]=[C:7]([NH:1][CH2:2][CH2:3][CH2:4][OH:5])[N:8]=1)[CH2:15][CH2:16][CH2:17]3, predict the reactants needed to synthesize it. The reactants are: [NH2:1][CH2:2][CH2:3][CH2:4][OH:5].Cl[C:7]1[N:8]=[N+:9]([O-:20])[C:10]2[CH:19]=[C:18]3[C:14]([CH2:15][CH2:16][CH2:17]3)=[CH:13][C:11]=2[N:12]=1. (2) Given the product [Br:1][C:2]1[CH:11]=[C:10]2[C:5]([CH:6]=[CH:7][C:8]([O:12][CH:13]([CH2:18][CH3:19])[C:14]([OH:16])=[O:15])=[CH:9]2)=[CH:4][CH:3]=1, predict the reactants needed to synthesize it. The reactants are: [Br:1][C:2]1[CH:11]=[C:10]2[C:5]([CH:6]=[CH:7][C:8]([O:12][CH:13]([CH2:18][CH3:19])[C:14]([O:16]C)=[O:15])=[CH:9]2)=[CH:4][CH:3]=1.[OH-].[Na+].Cl. (3) Given the product [Cl:1][C:2]1[CH:9]=[CH:8][C:5](/[CH:6]=[C:18](/[C:17]2[CH:21]=[CH:22][C:23]([O:24][CH3:25])=[C:15]([O:14][CH3:13])[CH:16]=2)\[C:19]#[N:20])=[CH:4][C:3]=1[N+:10]([O-:12])=[O:11], predict the reactants needed to synthesize it. The reactants are: [Cl:1][C:2]1[CH:9]=[CH:8][C:5]([CH:6]=O)=[CH:4][C:3]=1[N+:10]([O-:12])=[O:11].[CH3:13][O:14][C:15]1[CH:16]=[C:17]([CH:21]=[CH:22][C:23]=1[O:24][CH3:25])[CH2:18][C:19]#[N:20]. (4) Given the product [CH2:1]([O:8][C:9]1[CH:14]=[CH:13][CH:12]=[C:11]([O:15][CH3:17])[C:10]=1[Br:16])[C:2]1[CH:3]=[CH:4][CH:5]=[CH:6][CH:7]=1, predict the reactants needed to synthesize it. The reactants are: [CH2:1]([O:8][C:9]1[C:10]([Br:16])=[C:11]([OH:15])[CH:12]=[CH:13][CH:14]=1)[C:2]1[CH:7]=[CH:6][CH:5]=[CH:4][CH:3]=1.[C:17]([O-])([O-])=O.[K+].[K+].CI. (5) Given the product [Cl:24][C:25]1[CH:30]=[CH:19][C:20](/[CH:21]=[CH:16]/[C:15]2[C:7]([NH:6][C:4](=[O:5])[CH2:3][C:2]([CH3:1])([CH3:22])[CH3:23])=[N:8][N:9]3[CH:14]=[CH:13][CH:12]=[N:11][C:10]=23)=[CH:27][CH:26]=1, predict the reactants needed to synthesize it. The reactants are: [CH3:1][C:2]([CH3:23])([CH3:22])[CH2:3][C:4]([NH:6][C:7]1[C:15]([C:16]2C=N[CH:19]=[CH:20][CH:21]=2)=[C:10]2[N:11]=[CH:12][CH:13]=[CH:14][N:9]2[N:8]=1)=[O:5].[Cl:24][C:25]1[CH:30]=CC(/C=C/B(O)O)=[CH:27][CH:26]=1.